From a dataset of Full USPTO retrosynthesis dataset with 1.9M reactions from patents (1976-2016). Predict the reactants needed to synthesize the given product. (1) Given the product [N:1]1[C:6]2[O:7][C:8]3[CH:14]=[CH:13][CH:12]=[CH:11][C:9]=3[O:10][C:5]=2[CH:4]=[C:3]([CH2:15][OH:16])[N:2]=1, predict the reactants needed to synthesize it. The reactants are: [N:1]1[C:6]2[O:7][C:8]3[CH:14]=[CH:13][CH:12]=[CH:11][C:9]=3[O:10][C:5]=2[CH:4]=[C:3]([C:15](OC)=[O:16])[N:2]=1.O1CCCC1CO.[BH4-].[Na+]. (2) Given the product [F:1][C:2]1[C:3]([CH3:11])=[C:4]([C@@H:8]([NH:10][C:41]([C:37]2[CH:36]=[C:35]3[C:40](=[CH:39][CH:38]=2)[N:32]([CH2:31][C:28]2[CH:27]=[CH:26][C:25]([C:20]4[C:19]([C:17]([OH:18])=[O:16])=[CH:24][CH:23]=[CH:22][CH:21]=4)=[CH:30][CH:29]=2)[C:33]([CH3:45])=[C:34]3[CH3:44])=[O:42])[CH3:9])[CH:5]=[CH:6][CH:7]=1, predict the reactants needed to synthesize it. The reactants are: [F:1][C:2]1[C:3]([CH3:11])=[C:4]([C@@H:8]([NH2:10])[CH3:9])[CH:5]=[CH:6][CH:7]=1.C([O:16][C:17]([C:19]1[CH:24]=[CH:23][CH:22]=[CH:21][C:20]=1[C:25]1[CH:30]=[CH:29][C:28]([CH2:31][N:32]2[C:40]3[C:35](=[CH:36][C:37]([C:41](O)=[O:42])=[CH:38][CH:39]=3)[C:34]([CH3:44])=[C:33]2[CH3:45])=[CH:27][CH:26]=1)=[O:18])(C)(C)C. (3) Given the product [NH2:7][C:8]1[CH:17]=[CH:16][C:15]([Br:18])=[CH:14][C:9]=1[CH2:10][OH:11], predict the reactants needed to synthesize it. The reactants are: [H-].[Al+3].[Li+].[H-].[H-].[H-].[NH2:7][C:8]1[CH:17]=[CH:16][C:15]([Br:18])=[CH:14][C:9]=1[C:10](OC)=[O:11].O.[OH-].[Na+]. (4) Given the product [CH:1]1([C:7]2[CH:20]=[CH:19][C:10]([O:11][CH2:12][C@H:13]3[O:17][C:16]4=[N:18][C:35](=[O:38])[CH:34]=[C:33]([CH2:32][CH2:26][CH3:27])[N:15]4[CH2:14]3)=[CH:9][CH:8]=2)[CH2:2][CH2:3][CH2:4][CH2:5][CH2:6]1, predict the reactants needed to synthesize it. The reactants are: [CH:1]1([C:7]2[CH:20]=[CH:19][C:10]([O:11][CH2:12][C@H:13]3[O:17][C:16]([NH2:18])=[N:15][CH2:14]3)=[CH:9][CH:8]=2)[CH2:6][CH2:5][CH2:4][CH2:3][CH2:2]1.C1O[C@H]1CCl.[CH:26]1([C:32]2C=C[C:35]([OH:38])=[CH:34][CH:33]=2)CCCC[CH2:27]1.C(OC)(=O)C#CCCC. (5) Given the product [Cl:30][C:31]1[CH:32]=[C:33]([C:2]2[CH:3]=[C:4]3[C:9](=[CH:10][CH:11]=2)[N:8]=[CH:7][C:6]([C:12]([CH:14]2[CH2:15][CH2:16]2)=[O:13])=[C:5]3[N:17]2[CH2:22][CH2:21][CH:20]([N:23]3[CH2:28][CH2:27][N:26]([CH3:29])[CH2:25][CH2:24]3)[CH2:19][CH2:18]2)[CH:34]=[CH:35][C:36]=1[OH:37], predict the reactants needed to synthesize it. The reactants are: Br[C:2]1[CH:3]=[C:4]2[C:9](=[CH:10][CH:11]=1)[N:8]=[CH:7][C:6]([C:12]([CH:14]1[CH2:16][CH2:15]1)=[O:13])=[C:5]2[N:17]1[CH2:22][CH2:21][CH:20]([N:23]2[CH2:28][CH2:27][N:26]([CH3:29])[CH2:25][CH2:24]2)[CH2:19][CH2:18]1.[Cl:30][C:31]1[CH:32]=[C:33](B(O)O)[CH:34]=[CH:35][C:36]=1[OH:37]. (6) The reactants are: C(NC(C)C)(C)C.C([Li])CCC.CCCCCC.[Cl:19][C:20]1[CH:25]=[C:24]([CH:26]([O:29][CH3:30])[O:27][CH3:28])[CH:23]=[C:22]([Cl:31])[N:21]=1.[C:32](Cl)(=[O:35])[O:33][CH3:34]. Given the product [Cl:31][C:22]1[N:21]=[C:20]([Cl:19])[CH:25]=[C:24]([CH:26]([O:27][CH3:28])[O:29][CH3:30])[C:23]=1[C:32]([O:33][CH3:34])=[O:35], predict the reactants needed to synthesize it.